Dataset: Catalyst prediction with 721,799 reactions and 888 catalyst types from USPTO. Task: Predict which catalyst facilitates the given reaction. (1) Reactant: [C:1]([O:5][C:6](=[O:17])[NH:7][CH2:8][CH:9]1[CH2:14][CH2:13][N:12]([C:15]#[N:16])[CH2:11][CH2:10]1)([CH3:4])([CH3:3])[CH3:2].Cl.[NH2:19][OH:20].C(N(CC)CC)C. Product: [C:1]([O:5][C:6](=[O:17])[NH:7][CH2:8][CH:9]1[CH2:10][CH2:11][N:12]([C:15](=[NH:16])[NH:19][OH:20])[CH2:13][CH2:14]1)([CH3:4])([CH3:2])[CH3:3]. The catalyst class is: 32. (2) Reactant: [F:1][C:2]1[C:29]([NH:30][S:31]([CH2:34][CH2:35][CH3:36])(=[O:33])=[O:32])=[CH:28][CH:27]=[C:26]([F:37])[C:3]=1[C:4]([NH:6][C:7]1[CH:8]=[C:9]2[CH:15]=[C:14](I)[N:13]([S:17]([C:20]3[CH:25]=[CH:24][CH:23]=[CH:22][CH:21]=3)(=[O:19])=[O:18])[C:10]2=[N:11][CH:12]=1)=[O:5].[CH3:38][N:39]([CH3:43])[CH2:40][C:41]#[CH:42]. Product: [CH3:38][N:39]([CH3:43])[CH2:40][C:41]#[C:42][C:14]1[N:13]([S:17]([C:20]2[CH:21]=[CH:22][CH:23]=[CH:24][CH:25]=2)(=[O:19])=[O:18])[C:10]2=[N:11][CH:12]=[C:7]([NH:6][C:4](=[O:5])[C:3]3[C:26]([F:37])=[CH:27][CH:28]=[C:29]([NH:30][S:31]([CH2:34][CH2:35][CH3:36])(=[O:32])=[O:33])[C:2]=3[F:1])[CH:8]=[C:9]2[CH:15]=1. The catalyst class is: 724.